This data is from Merck oncology drug combination screen with 23,052 pairs across 39 cell lines. The task is: Regression. Given two drug SMILES strings and cell line genomic features, predict the synergy score measuring deviation from expected non-interaction effect. (1) Cell line: DLD1. Drug 2: O=C(NOCC(O)CO)c1ccc(F)c(F)c1Nc1ccc(I)cc1F. Drug 1: Cn1nnc2c(C(N)=O)ncn2c1=O. Synergy scores: synergy=3.57. (2) Cell line: SKMES1. Drug 1: CCN(CC)CCNC(=O)c1c(C)[nH]c(C=C2C(=O)Nc3ccc(F)cc32)c1C. Drug 2: NC1CCCCC1N.O=C(O)C(=O)O.[Pt+2]. Synergy scores: synergy=-1.31. (3) Drug 1: COc1cccc2c1C(=O)c1c(O)c3c(c(O)c1C2=O)CC(O)(C(=O)CO)CC3OC1CC(N)C(O)C(C)O1. Drug 2: O=C(O)C1(Cc2cccc(Nc3nccs3)n2)CCC(Oc2cccc(Cl)c2F)CC1. Cell line: UACC62. Synergy scores: synergy=-13.0. (4) Drug 1: CC(=O)OC1C(=O)C2(C)C(O)CC3OCC3(OC(C)=O)C2C(OC(=O)c2ccccc2)C2(O)CC(OC(=O)C(O)C(NC(=O)c3ccccc3)c3ccccc3)C(C)=C1C2(C)C. Drug 2: CCc1cnn2c(NCc3ccc[n+]([O-])c3)cc(N3CCCCC3CCO)nc12. Cell line: KPL1. Synergy scores: synergy=7.83. (5) Drug 1: O=P1(N(CCCl)CCCl)NCCCO1. Synergy scores: synergy=5.86. Cell line: ZR751. Drug 2: C#Cc1cccc(Nc2ncnc3cc(OCCOC)c(OCCOC)cc23)c1. (6) Drug 2: Cn1cc(-c2cnn3c(N)c(Br)c(C4CCCNC4)nc23)cn1. Drug 1: COC12C(COC(N)=O)C3=C(C(=O)C(C)=C(N)C3=O)N1CC1NC12. Cell line: SKMES1. Synergy scores: synergy=-10.2. (7) Drug 1: N#Cc1ccc(Cn2cncc2CN2CCN(c3cccc(Cl)c3)C(=O)C2)cc1. Drug 2: C=CCn1c(=O)c2cnc(Nc3ccc(N4CCN(C)CC4)cc3)nc2n1-c1cccc(C(C)(C)O)n1. Cell line: CAOV3. Synergy scores: synergy=8.66. (8) Drug 1: N#Cc1ccc(Cn2cncc2CN2CCN(c3cccc(Cl)c3)C(=O)C2)cc1. Drug 2: C=CCn1c(=O)c2cnc(Nc3ccc(N4CCN(C)CC4)cc3)nc2n1-c1cccc(C(C)(C)O)n1. Cell line: NCIH2122. Synergy scores: synergy=4.94. (9) Drug 1: O=S1(=O)NC2(CN1CC(F)(F)F)C1CCC2Cc2cc(C=CCN3CCC(C(F)(F)F)CC3)ccc2C1. Drug 2: Cn1cc(-c2cnn3c(N)c(Br)c(C4CCCNC4)nc23)cn1. Cell line: VCAP. Synergy scores: synergy=13.8.